This data is from Catalyst prediction with 721,799 reactions and 888 catalyst types from USPTO. The task is: Predict which catalyst facilitates the given reaction. (1) Reactant: [F:1][C:2]1[CH:3]=[C:4]([S:8]([C:11]2[CH:20]=[C:19]3[C:14]([C:15](=[O:21])[CH2:16][CH2:17][O:18]3)=[CH:13][CH:12]=2)(=[O:10])=[O:9])[CH:5]=[CH:6][CH:7]=1.[BH4-].[Na+]. Product: [F:1][C:2]1[CH:3]=[C:4]([S:8]([C:11]2[CH:20]=[C:19]3[C:14]([CH:15]([OH:21])[CH2:16][CH2:17][O:18]3)=[CH:13][CH:12]=2)(=[O:10])=[O:9])[CH:5]=[CH:6][CH:7]=1. The catalyst class is: 1. (2) Reactant: [Cl:1][CH2:2][CH2:3][C:4]1[C:5]([CH3:24])=[N:6][C:7]2[N:8]([C:11]([CH3:23])=[N:12][C:13]=2[C:14]2[C:19]([CH3:20])=[CH:18][C:17]([CH3:21])=[CH:16][C:15]=2[CH3:22])[C:9]=1O.CN(C)C1C=CC=CC=1.NC(CC)CC.O.P(Cl)(Cl)([Cl:43])=O. The catalyst class is: 10. Product: [Cl:43][C:9]1[N:8]2[C:11]([CH3:23])=[N:12][C:13]([C:14]3[C:19]([CH3:20])=[CH:18][C:17]([CH3:21])=[CH:16][C:15]=3[CH3:22])=[C:7]2[N:6]=[C:5]([CH3:24])[C:4]=1[CH2:3][CH2:2][Cl:1].